From a dataset of Forward reaction prediction with 1.9M reactions from USPTO patents (1976-2016). Predict the product of the given reaction. (1) Given the reactants ClC1N=CN=C([N:8]2[C:16]3[C:11](=[CH:12][C:13]([C:17]([OH:19])=[O:18])=[CH:14][CH:15]=3)[CH2:10][CH2:9]2)C=1.C(OC(N1CCC(O)CC1)=O)(C)C.C[Si]([N-][Si](C)(C)C)(C)C.[Na+].O1CCCC1, predict the reaction product. The product is: [NH:8]1[C:16]2[C:11](=[CH:12][C:13]([C:17]([OH:19])=[O:18])=[CH:14][CH:15]=2)[CH2:10][CH2:9]1. (2) Given the reactants C([N:8]1[CH2:13][CH2:12][C:11]([S:21]([C:24]2[CH:29]=[CH:28][C:27]([C:30]3[CH:35]=[CH:34][C:33]([O:36][C:37]([F:42])([F:41])[CH:38]([F:40])[F:39])=[CH:32][CH:31]=3)=[CH:26][CH:25]=2)(=[O:23])=[O:22])([C:14]([O:16][C:17]([CH3:20])([CH3:19])[CH3:18])=[O:15])[CH2:10][CH2:9]1)C1C=CC=CC=1.C([O-])=O.[NH4+], predict the reaction product. The product is: [F:42][C:37]([F:41])([O:36][C:33]1[CH:34]=[CH:35][C:30]([C:27]2[CH:26]=[CH:25][C:24]([S:21]([C:11]3([C:14]([O:16][C:17]([CH3:19])([CH3:18])[CH3:20])=[O:15])[CH2:12][CH2:13][NH:8][CH2:9][CH2:10]3)(=[O:22])=[O:23])=[CH:29][CH:28]=2)=[CH:31][CH:32]=1)[CH:38]([F:39])[F:40]. (3) Given the reactants [C:1]([C:3]1[CH:8]=[CH:7][C:6]([Si:9]([CH3:12])([CH3:11])[CH3:10])=[CH:5][CH:4]=1)#[CH:2].C(N(CC)CC)C.[Br:20][C:21]1[CH:26]=[CH:25][CH:24]=[C:23](I)[CH:22]=1, predict the reaction product. The product is: [Br:20][C:21]1[CH:22]=[C:23]([C:2]#[C:1][C:3]2[CH:8]=[CH:7][C:6]([Si:9]([CH3:10])([CH3:12])[CH3:11])=[CH:5][CH:4]=2)[CH:24]=[CH:25][CH:26]=1. (4) Given the reactants [F:1][C:2]1[CH:8]=[C:7](I)[CH:6]=[CH:5][C:3]=1[NH2:4].[Si:10]([C:14]#[CH:15])([CH3:13])([CH3:12])[CH3:11], predict the reaction product. The product is: [F:1][C:2]1[CH:8]=[C:7]([C:15]#[C:14][Si:10]([CH3:13])([CH3:12])[CH3:11])[CH:6]=[CH:5][C:3]=1[NH2:4]. (5) The product is: [Cl:1][C:2]1[CH:7]=[CH:6][N:5]=[C:4]2[C:8]([C:18]([NH:19][C@H:20]3[CH2:25][CH2:24][CH2:23][CH2:22][C@@H:21]3[OH:26])=[O:27])=[CH:9][NH:10][C:3]=12. Given the reactants [Cl:1][C:2]1[CH:7]=[CH:6][N:5]=[C:4]2[C:8]([C:18](=[O:27])[NH:19][C@H:20]3[CH2:25][CH2:24][CH2:23][CH2:22][C@@H:21]3[OH:26])=[CH:9][N:10](C(OC(C)(C)C)=O)[C:3]=12.C(O)(C(F)(F)F)=O, predict the reaction product. (6) Given the reactants [C:1]([O:5][C:6](=[O:12])[NH:7][CH2:8][CH2:9][CH2:10]Br)([CH3:4])([CH3:3])[CH3:2].[CH3:13][NH2:14].C1COCC1, predict the reaction product. The product is: [C:1]([O:5][C:6](=[O:12])[NH:7][CH2:8][CH2:9][CH2:10][NH:14][CH3:13])([CH3:4])([CH3:3])[CH3:2]. (7) Given the reactants [Cl-].[NH4+].O.[N+:4]([C:7]1[CH:12]=[CH:11][C:10]([NH:13][CH2:14][CH2:15][NH:16][S:17]([C:20]2[CH:25]=[CH:24][CH:23]=[CH:22][CH:21]=2)(=[O:19])=[O:18])=[CH:9][CH:8]=1)([O-])=O, predict the reaction product. The product is: [NH2:4][C:7]1[CH:12]=[CH:11][C:10]([NH:13][CH2:14][CH2:15][NH:16][S:17]([C:20]2[CH:21]=[CH:22][CH:23]=[CH:24][CH:25]=2)(=[O:19])=[O:18])=[CH:9][CH:8]=1. (8) Given the reactants [CH3:1][C:2]([O:5][C:6]([NH:8][C@H:9]([CH2:13][CH3:14])[C:10]([OH:12])=O)=[O:7])([CH3:4])[CH3:3].CN(C)C=O.CN(C(ON1N=NC2C=CC=CC1=2)=[N+](C)C)C.[B-](F)(F)(F)F.[C:42]12([C:48]3[C:49]([O:53][C:54]4[N:59]=[CH:58][C:57]([NH2:60])=[CH:56][CH:55]=4)=[CH:50][CH:51]=[CH:52][C:47]=3[O:46][CH2:45]1)[CH2:44][CH2:43]2, predict the reaction product. The product is: [C:42]12([C:48]3[C:49]([O:53][C:54]4[N:59]=[CH:58][C:57]([NH:60][C:10]([C@H:9]([NH:8][C:6](=[O:7])[O:5][C:2]([CH3:1])([CH3:3])[CH3:4])[CH2:13][CH3:14])=[O:12])=[CH:56][CH:55]=4)=[CH:50][CH:51]=[CH:52][C:47]=3[O:46][CH2:45]1)[CH2:44][CH2:43]2.